Task: Predict the product of the given reaction.. Dataset: Forward reaction prediction with 1.9M reactions from USPTO patents (1976-2016) (1) Given the reactants C[O:2][C:3](=[O:39])[CH:4]([N:13]([C:36](=[O:38])[CH3:37])[CH:14]1[CH2:19][CH2:18][N:17]([CH2:20][C:21]2[CH:26]=[CH:25][CH:24]=[C:23]([O:27][C:28]3[CH:33]=[CH:32][CH:31]=[CH:30][C:29]=3[O:34][CH3:35])[CH:22]=2)[CH2:16][CH2:15]1)[CH2:5][C:6]1[CH:11]=[CH:10][C:9]([Cl:12])=[CH:8][CH:7]=1.[OH-].[Li+], predict the reaction product. The product is: [C:36]([N:13]([CH:14]1[CH2:19][CH2:18][N:17]([CH2:20][C:21]2[CH:26]=[CH:25][CH:24]=[C:23]([O:27][C:28]3[CH:33]=[CH:32][CH:31]=[CH:30][C:29]=3[O:34][CH3:35])[CH:22]=2)[CH2:16][CH2:15]1)[CH:4]([CH2:5][C:6]1[CH:7]=[CH:8][C:9]([Cl:12])=[CH:10][CH:11]=1)[C:3]([OH:39])=[O:2])(=[O:38])[CH3:37]. (2) Given the reactants Cl[C:2]1[N:34]=[C:5]2[C:6]([C:24]3[CH:29]=[CH:28][CH:27]=[C:26]([C:30]([F:33])([F:32])[F:31])[CH:25]=3)=[C:7]([CH3:23])[C:8]([C:10]3[N:14]([C:15]4[CH:22]=[CH:21][C:18]([C:19]#[N:20])=[CH:17][CH:16]=4)[N:13]=[CH:12][CH:11]=3)=[CH:9][N:4]2[N:3]=1.[CH2:35]([CH2:37][NH2:38])[OH:36], predict the reaction product. The product is: [OH:36][CH2:35][CH2:37][NH:38][C:2]1[N:34]=[C:5]2[C:6]([C:24]3[CH:29]=[CH:28][CH:27]=[C:26]([C:30]([F:33])([F:32])[F:31])[CH:25]=3)=[C:7]([CH3:23])[C:8]([C:10]3[N:14]([C:15]4[CH:22]=[CH:21][C:18]([C:19]#[N:20])=[CH:17][CH:16]=4)[N:13]=[CH:12][CH:11]=3)=[CH:9][N:4]2[N:3]=1. (3) Given the reactants [CH2:1]([NH:8][C:9]1[CH:14]=[C:13]([NH:15][C:16]2[CH:21]=[CH:20][C:19](Br)=[CH:18][CH:17]=2)[N:12]=[CH:11][C:10]=1[CH2:23][C:24]([NH2:26])=[O:25])[C:2]1[CH:7]=[CH:6][CH:5]=[CH:4][CH:3]=1.[Cu](C#N)[C:28]#[N:29].C(N)CN, predict the reaction product. The product is: [CH2:1]([NH:8][C:9]1[CH:14]=[C:13]([NH:15][C:16]2[CH:21]=[CH:20][C:19]([C:28]#[N:29])=[CH:18][CH:17]=2)[N:12]=[CH:11][C:10]=1[CH2:23][C:24]([NH2:26])=[O:25])[C:2]1[CH:7]=[CH:6][CH:5]=[CH:4][CH:3]=1. (4) Given the reactants [C:1]([O:5][C:6]([N:8]1[CH2:13][CH2:12][CH2:11][C@H:10]([C:14]([OH:16])=O)[CH2:9]1)=[O:7])([CH3:4])([CH3:3])[CH3:2].[F:17][C:18]1[CH:23]=[CH:22][CH:21]=[CH:20][C:19]=1[C:24]([NH2:27])([CH3:26])[CH3:25], predict the reaction product. The product is: [F:17][C:18]1[CH:23]=[CH:22][CH:21]=[CH:20][C:19]=1[C:24]([NH:27][C:14]([C@H:10]1[CH2:11][CH2:12][CH2:13][N:8]([C:6]([O:5][C:1]([CH3:2])([CH3:3])[CH3:4])=[O:7])[CH2:9]1)=[O:16])([CH3:25])[CH3:26].